Dataset: Reaction yield outcomes from USPTO patents with 853,638 reactions. Task: Predict the reaction yield, written as a fraction of the theoretical maximum amount of product (1.0 means a 100% yield; for example, 0.34 means a 34% yield). (1) The reactants are [Cl:1][CH2:2][CH2:3][C@H:4]([C:6]1[CH:11]=[CH:10][CH:9]=[CH:8][CH:7]=1)[OH:5].[S:12]1[C:16]2[C:17](O)=[CH:18][CH:19]=[CH:20][C:15]=2[CH:14]=[CH:13]1. The catalyst is C1COCC1. The product is [Cl:1][CH2:2][CH2:3][C@H:4]([O:5][C:17]1[C:16]2[S:12][CH:13]=[CH:14][C:15]=2[CH:20]=[CH:19][CH:18]=1)[C:6]1[CH:11]=[CH:10][CH:9]=[CH:8][CH:7]=1. The yield is 0.370. (2) The reactants are [C:1]([O:5][C:6]([NH:8][CH:9]([C:13]([OH:16])([CH3:15])[CH3:14])[C:10]([OH:12])=[O:11])=[O:7])([CH3:4])([CH3:3])[CH3:2].[CH3:17]I.[H-].[Na+].O. The catalyst is C1COCC1.C(OCC)(=O)C. The product is [C:1]([O:5][C:6]([NH:8][CH:9]([C:13]([O:16][CH3:17])([CH3:15])[CH3:14])[C:10]([OH:12])=[O:11])=[O:7])([CH3:4])([CH3:2])[CH3:3]. The yield is 0.940. (3) The reactants are [CH2:1]([O:3][C:4]1[N:5]([CH2:12][C:13]2[CH:18]=[CH:17][C:16]([C:19]3[C:20]([C:25]#[N:26])=[CH:21][CH:22]=[CH:23][CH:24]=3)=[CH:15][CH:14]=2)[C:6](=[O:11])[CH:7]=[C:8]([CH3:10])[N:9]=1)[CH3:2].C([O-])(=O)C.[Na+].[Br:32]Br. The catalyst is C(O)(=O)C.C(OCC)(=O)C. The product is [Br:32][C:7]1[C:6](=[O:11])[N:5]([CH2:12][C:13]2[CH:18]=[CH:17][C:16]([C:19]3[C:20]([C:25]#[N:26])=[CH:21][CH:22]=[CH:23][CH:24]=3)=[CH:15][CH:14]=2)[C:4]([O:3][CH2:1][CH3:2])=[N:9][C:8]=1[CH3:10]. The yield is 0.940. (4) The reactants are [Br:1][C:2]1[CH:7]=[CH:6][C:5]([NH:8][C:9](=O)[CH3:10])=[C:4]([N+:12]([O-:14])=[O:13])[CH:3]=1.[N-:15]=[N+:16]=[N-:17].[Na+].FC(F)(F)S(OS(C(F)(F)F)(=O)=O)(=O)=O. The catalyst is C(#N)C. The product is [Br:1][C:2]1[CH:7]=[CH:6][C:5]([N:8]2[C:9]([CH3:10])=[N:17][N:16]=[N:15]2)=[C:4]([N+:12]([O-:14])=[O:13])[CH:3]=1. The yield is 0.900. (5) The reactants are [CH2:1]([O:3][C:4]([C:6]1[C:7](=[O:28])[NH:8][C:9]2[C:13]([C:14]=1[N:15]1[CH2:20][CH2:19][N:18]([C:21]([C:23]3[S:24][CH:25]=[CH:26][CH:27]=3)=[O:22])[CH2:17][CH2:16]1)=[CH:12][S:11][CH:10]=2)=[O:5])[CH3:2].Br[CH2:30][C:31]([C:33]1[CH:38]=[CH:37][CH:36]=[CH:35][CH:34]=1)=[O:32]. No catalyst specified. The product is [CH2:1]([O:3][C:4]([C:6]1[C:7](=[O:28])[N:8]([CH2:30][C:31](=[O:32])[C:33]2[CH:38]=[CH:37][CH:36]=[CH:35][CH:34]=2)[C:9]2[C:13]([C:14]=1[N:15]1[CH2:16][CH2:17][N:18]([C:21]([C:23]3[S:24][CH:25]=[CH:26][CH:27]=3)=[O:22])[CH2:19][CH2:20]1)=[CH:12][S:11][CH:10]=2)=[O:5])[CH3:2]. The yield is 0.660. (6) The reactants are [CH3:1][S:2]([O:5][C:6]1[CH:11]=[CH:10][CH:9]=[CH:8][C:7]=1[O:12][CH3:13])(=[O:4])=[O:3].[CH3:14][C:15]([CH3:20])=[CH:16][C:17]([OH:19])=[O:18].S(=O)(=O)(O)O. No catalyst specified. The product is [CH3:13][O:12][C:7]1[CH:8]=[CH:9][C:10]([C:15]([CH3:20])([CH3:14])[CH2:16][C:17]([OH:19])=[O:18])=[CH:11][C:6]=1[O:5][S:2]([CH3:1])(=[O:4])=[O:3]. The yield is 0.200.